This data is from Full USPTO retrosynthesis dataset with 1.9M reactions from patents (1976-2016). The task is: Predict the reactants needed to synthesize the given product. (1) Given the product [ClH:43].[C:1]([C:3]1[C:4]([CH2:19][NH:20][C:21]([C@H:23]2[CH2:27][C@@H:26]([F:28])[CH2:25][NH:24]2)=[O:22])=[CH:5][C:6]([C:9]2[CH:10]=[N:11][C:12]([C:15]([F:17])([F:18])[F:16])=[CH:13][CH:14]=2)=[N:7][CH:8]=1)#[N:2], predict the reactants needed to synthesize it. The reactants are: [C:1]([C:3]1[C:4]([CH2:19][NH:20][C:21]([C@H:23]2[CH2:27][C@@H:26]([F:28])[CH2:25][N:24]2C(OC(C)(C)C)=O)=[O:22])=[CH:5][C:6]([C:9]2[CH:10]=[N:11][C:12]([C:15]([F:18])([F:17])[F:16])=[CH:13][CH:14]=2)=[N:7][CH:8]=1)#[N:2].C(O)(C(F)(F)F)=O.[Cl:43]CCl. (2) The reactants are: [CH2:1](Br)[CH2:2][CH2:3][CH2:4][CH2:5][CH2:6][CH2:7][CH3:8].[CH2:10]([O:14][CH2:15][CH2:16][O:17][CH2:18][CH2:19][O:20][CH2:21][CH2:22][OH:23])[CH2:11][CH2:12][CH3:13].C(OCCOCCO)CCC. Given the product [CH2:1]([O:23][CH2:22][CH2:21][O:20][CH2:19][CH2:18][O:17][CH2:16][CH2:15][O:14][CH2:10][CH2:11][CH2:12][CH3:13])[CH2:2][CH2:3][CH2:4][CH2:5][CH2:6][CH2:7][CH3:8], predict the reactants needed to synthesize it. (3) Given the product [Cl:18][CH2:2][C:3]1[N:8]=[C:7]([C:9]2[CH:14]=[CH:13][CH:12]=[CH:11][N:10]=2)[CH:6]=[C:5]([OH:15])[CH:4]=1, predict the reactants needed to synthesize it. The reactants are: O[CH2:2][C:3]1[N:8]=[C:7]([C:9]2[CH:14]=[CH:13][CH:12]=[CH:11][N:10]=2)[CH:6]=[C:5]([OH:15])[CH:4]=1.S(Cl)([Cl:18])=O. (4) Given the product [CH2:1]([N:3]1[CH:7]=[C:6]([C:8]2[CH:9]=[C:10]([NH:11][C:29]([NH:28][C:25]3[CH:26]=[CH:27][C:22]([I:21])=[CH:23][CH:24]=3)=[O:30])[CH:12]=[CH:13][CH:14]=2)[C:5]([C:15]2[CH:16]=[CH:17][N:18]=[CH:19][CH:20]=2)=[N:4]1)[CH3:2], predict the reactants needed to synthesize it. The reactants are: [CH2:1]([N:3]1[CH:7]=[C:6]([C:8]2[CH:9]=[C:10]([CH:12]=[CH:13][CH:14]=2)[NH2:11])[C:5]([C:15]2[CH:20]=[CH:19][N:18]=[CH:17][CH:16]=2)=[N:4]1)[CH3:2].[I:21][C:22]1[CH:27]=[CH:26][C:25]([N:28]=[C:29]=[O:30])=[CH:24][CH:23]=1. (5) Given the product [CH3:20][C:15]1[C:14]([C:8]2[CH:7]=[C:6]3[C:11]([C:2]([NH:31][CH2:30][C:27]4[CH:26]=[C:25]([CH3:24])[O:29][N:28]=4)=[C:3]([C:21]([NH2:23])=[O:22])[CH:4]=[N:5]3)=[CH:10][C:9]=2[O:12][CH3:13])=[C:18]([CH3:19])[O:17][N:16]=1, predict the reactants needed to synthesize it. The reactants are: Cl[C:2]1[C:11]2[C:6](=[CH:7][C:8]([C:14]3[C:15]([CH3:20])=[N:16][O:17][C:18]=3[CH3:19])=[C:9]([O:12][CH3:13])[CH:10]=2)[N:5]=[CH:4][C:3]=1[C:21]([NH2:23])=[O:22].[CH3:24][C:25]1[O:29][N:28]=[C:27]([CH2:30][NH2:31])[CH:26]=1. (6) The reactants are: FC1C=CC(S(C2CC3C=CC=CC=3N(C[C:23]3[NH:27][CH:26]=[N:25][C:24]=3[CH3:28])N(CCC3C=CC=CC=3)C2)(=O)=O)=CC=1.[CH:37]1[C:49]2[CH:48]([CH2:50][O:51][C:52]([CH:54]3[CH2:60][C:59]4[CH:61]=[CH:62][CH:63]=[CH:64][C:58]=4[NH:57][N:56]([CH2:65][CH2:66][C:67]4[CH:72]=[CH:71][CH:70]=[CH:69][CH:68]=4)[CH2:55]3)=[O:53])[C:47]3[C:42](=[CH:43][CH:44]=[CH:45][CH:46]=3)[C:41]=2[CH:40]=[CH:39][CH:38]=1.N1C=CN=C1C=O. Given the product [CH:37]1[C:49]2[CH:48]([CH2:50][O:51][C:52]([CH:54]3[CH2:60][C:59]4[CH:61]=[CH:62][CH:63]=[CH:64][C:58]=4[N:57]([CH2:28][C:24]4[N:25]=[CH:26][NH:27][CH:23]=4)[N:56]([CH2:65][CH2:66][C:67]4[CH:68]=[CH:69][CH:70]=[CH:71][CH:72]=4)[CH2:55]3)=[O:53])[C:47]3[C:42](=[CH:43][CH:44]=[CH:45][CH:46]=3)[C:41]=2[CH:40]=[CH:39][CH:38]=1, predict the reactants needed to synthesize it. (7) Given the product [CH3:27][CH:21]([CH2:20][CH3:19])[C:22](=[O:26])[C:23]([O:25][CH2:4][CH2:3][CH:2]([CH3:1])[CH2:11][CH2:12][CH:13]=[C:14]([CH3:15])[CH3:16])=[O:24], predict the reactants needed to synthesize it. The reactants are: [CH3:1][CH:2]([CH2:11][CH2:12][CH:13]=[C:14]([CH3:16])[CH3:15])[CH2:3][CH2:4]CC(=O)C([O-])=O.CC(CCC=C(C)C)[CH2:19][CH2:20][CH:21]([CH3:27])[C:22](=[O:26])[C:23]([O-:25])=[O:24]. (8) Given the product [F:30][C:27]1([F:29])[CH2:26][CH:25]([C:23]2[O:22][N:21]=[C:20]([C:18]3[CH:17]=[CH:16][C:15]([CH3:31])=[C:14]([NH:13][C:11]([C:8]4[N:5]5[CH:6]=[CH:7][C:2]([C:40]#[C:39][Si:41]([CH3:44])([CH3:43])[CH3:42])=[CH:3][C:4]5=[N:10][CH:9]=4)=[O:12])[CH:19]=3)[N:24]=2)[CH2:28]1, predict the reactants needed to synthesize it. The reactants are: Br[C:2]1[CH:7]=[CH:6][N:5]2[C:8]([C:11]([NH:13][C:14]3[CH:19]=[C:18]([C:20]4[N:24]=[C:23]([CH:25]5[CH2:28][C:27]([F:30])([F:29])[CH2:26]5)[O:22][N:21]=4)[CH:17]=[CH:16][C:15]=3[CH3:31])=[O:12])=[CH:9][N:10]=[C:4]2[CH:3]=1.C(N(CC)CC)C.[C:39]([Si:41]([CH3:44])([CH3:43])[CH3:42])#[CH:40]. (9) Given the product [CH3:1][C:2]1[C:3]([N:9]2[CH2:10][CH2:11][N:12]([C:15]([C:17]3[CH:18]=[CH:19][C:20]([N:23]4[CH:27]([CH3:28])[C:26](=[O:29])[N:25]([CH3:31])[C:24]4=[O:30])=[N:21][CH:22]=3)=[O:16])[CH2:13][CH2:14]2)=[N:4][CH:5]=[C:6]([CH3:8])[CH:7]=1, predict the reactants needed to synthesize it. The reactants are: [CH3:1][C:2]1[C:3]([N:9]2[CH2:14][CH2:13][N:12]([C:15]([C:17]3[CH:18]=[CH:19][C:20]([N:23]4[CH:27]([CH3:28])[C:26](=[O:29])[NH:25][C:24]4=[O:30])=[N:21][CH:22]=3)=[O:16])[CH2:11][CH2:10]2)=[N:4][CH:5]=[C:6]([CH3:8])[CH:7]=1.[CH3:31]I. (10) Given the product [O:25]1[CH2:26][CH2:27][N:22]([C:19](=[O:21])[CH2:18][C@@H:17]2[CH2:16][C:15]3[C:10](=[CH:11][CH:12]=[CH:13][CH:14]=3)[CH2:9][N:8]2[C:6]([O:5][C:1]([CH3:4])([CH3:2])[CH3:3])=[O:7])[CH2:23][CH2:24]1, predict the reactants needed to synthesize it. The reactants are: [C:1]([O:5][C:6]([N:8]1[C@H:17]([CH2:18][C:19]([OH:21])=O)[CH2:16][C:15]2[C:10](=[CH:11][CH:12]=[CH:13][CH:14]=2)[CH2:9]1)=[O:7])([CH3:4])([CH3:3])[CH3:2].[NH:22]1[CH2:27][CH2:26][O:25][CH2:24][CH2:23]1.C(N(CC)CC)C.C(Cl)CCl.OC1C2N=NNC=2C=CC=1.